This data is from Forward reaction prediction with 1.9M reactions from USPTO patents (1976-2016). The task is: Predict the product of the given reaction. The product is: [F:1][C:2]([F:15])([F:16])[O:3][C:4]1[CH:5]=[C:6]([CH2:7][CH2:8][C:9]([OH:11])=[O:10])[CH:12]=[CH:13][CH:14]=1. Given the reactants [F:1][C:2]([F:16])([F:15])[O:3][C:4]1[CH:5]=[C:6]([CH:12]=[CH:13][CH:14]=1)[CH:7]=[CH:8][C:9]([OH:11])=[O:10], predict the reaction product.